Predict which catalyst facilitates the given reaction. From a dataset of Catalyst prediction with 721,799 reactions and 888 catalyst types from USPTO. (1) Reactant: C([O:4][C:5]1[CH:6]=[C:7]2[C:12](=[CH:13][CH:14]=1)[N:11]=[CH:10][C:9]([Br:15])=[CH:8]2)(=O)C.C([O-])([O-])=O.[K+].[K+]. Product: [Br:15][C:9]1[CH:10]=[N:11][C:12]2[C:7]([CH:8]=1)=[CH:6][C:5]([OH:4])=[CH:14][CH:13]=2. The catalyst class is: 24. (2) Reactant: [NH2:1][C:2]1[C:7]([C:8]2[CH:26]=[CH:25][C:11]([C:12]([NH:14][C@@H:15]([C:18]3[CH:23]=[CH:22][CH:21]=[C:20]([Cl:24])[CH:19]=3)[CH2:16][OH:17])=[O:13])=[C:10]([F:27])[CH:9]=2)=[CH:6][C:5]([C@H:28]2[CH2:32][C@@H:31]([CH2:33][OH:34])[NH:30][CH2:29]2)=[CH:4][N:3]=1.C(=O)([O-])[O-].[Cs+].[Cs+].[N:41]#[C:42]Br. Product: [NH2:1][C:2]1[C:7]([C:8]2[CH:26]=[CH:25][C:11]([C:12]([NH:14][C@@H:15]([C:18]3[CH:23]=[CH:22][CH:21]=[C:20]([Cl:24])[CH:19]=3)[CH2:16][OH:17])=[O:13])=[C:10]([F:27])[CH:9]=2)=[CH:6][C:5]([C@@H:28]2[CH2:29][N:30]3[C:42](=[NH:41])[O:34][CH2:33][C@@H:31]3[CH2:32]2)=[CH:4][N:3]=1. The catalyst class is: 40.